Dataset: Reaction yield outcomes from USPTO patents with 853,638 reactions. Task: Predict the reaction yield, written as a fraction of the theoretical maximum amount of product (1.0 means a 100% yield; for example, 0.34 means a 34% yield). (1) The yield is 0.250. The product is [OH:22][CH2:21][C:18]1[O:17][C:16]([C:14](=[O:15])[CH2:13][CH2:12][CH2:11][CH2:10][CH2:9][CH2:8][O:1][C:2]2[CH:3]=[CH:4][CH:5]=[CH:6][CH:7]=2)=[N:20][N:19]=1. The reactants are [O:1]([CH2:8][CH2:9][CH2:10][CH2:11][CH2:12][CH2:13][C:14]([C:16]1[O:17][C:18]([CH2:21][O:22]CC2C=CC=CC=2)=[N:19][N:20]=1)=[O:15])[C:2]1[CH:7]=[CH:6][CH:5]=[CH:4][CH:3]=1.C1CC=CCC=1. The catalyst is CC(O)=O.CO.[Pd]. (2) The reactants are [N:1]1[CH:6]=[CH:5][N:4]=[CH:3][C:2]=1[C:7]([OH:9])=O.C(N1C=CN=C1)(N1C=CN=C1)=O.[NH2:22][C:23]1[CH:24]=[C:25]([CH:29]2[C:38]([CH3:40])([CH3:39])[CH2:37][C:36]3[C:31](=[CH:32][CH:33]=[C:34]([C:41]([OH:43])=[O:42])[CH:35]=3)[NH:30]2)[CH:26]=[CH:27][CH:28]=1. The catalyst is CN(C)C=O. The product is [CH3:39][C:38]1([CH3:40])[CH2:37][C:36]2[C:31](=[CH:32][CH:33]=[C:34]([C:41]([OH:43])=[O:42])[CH:35]=2)[NH:30][CH:29]1[C:25]1[CH:26]=[CH:27][CH:28]=[C:23]([NH:22][C:7]([C:2]2[CH:3]=[N:4][CH:5]=[CH:6][N:1]=2)=[O:9])[CH:24]=1. The yield is 0.450. (3) The product is [Cl:20][C:6]1[CH:7]=[C:2]([Cl:1])[C:3]([O:18][CH3:19])=[CH:4][C:5]=1[N:8]1[CH2:9][CH2:10][C:11]2([O:15][CH2:14][CH2:13][O:12]2)[CH2:16][CH2:17]1. The reactants are [Cl:1][C:2]1[CH:7]=[CH:6][C:5]([N:8]2[CH2:17][CH2:16][C:11]3([O:15][CH2:14][CH2:13][O:12]3)[CH2:10][CH2:9]2)=[CH:4][C:3]=1[O:18][CH3:19].[Cl:20]N1C(=O)CCC1=O.O.[OH-].[Na+]. The catalyst is CC(O)=O. The yield is 0.910. (4) The reactants are [F:1][C:2]1[CH:7]=[CH:6][C:5]([C@:8]([CH3:28])([CH2:22][CH2:23][C:24]([CH3:27])([CH3:26])[CH3:25])[C:9]([CH:11](C(OCC)=O)[C:12](OCC)=[O:13])=[O:10])=[CH:4][CH:3]=1.O=P12OP3(OP(OP(O3)(O1)=O)(=O)O2)=O.O.Cl. The catalyst is CS(O)(=O)=O.O=P12OP3(OP(OP(O3)(O1)=O)(=O)O2)=O.O1CCCC1. The product is [CH3:26][C:24]([CH3:25])([CH3:27])[CH2:23][CH2:22][C@@:8]1([CH3:28])[C:5]2[C:4](=[CH:3][C:2]([F:1])=[CH:7][CH:6]=2)[C:12]([OH:13])=[CH:11][C:9]1=[O:10]. The yield is 0.500. (5) The reactants are C(O[CH:4]=[C:5]1[C:16]2[C:8](=[CH:9][CH:10]=[C:11]3[C:15]=2[S:14][CH:13]=[N:12]3)[NH:7][C:6]1=[O:17])C.[O:18]=[S:19]1(=[O:29])[CH2:23][C:22]2[CH:24]=[C:25]([NH2:28])[CH:26]=[CH:27][C:21]=2[CH2:20]1. No catalyst specified. The product is [O:18]=[S:19]1(=[O:29])[CH2:23][C:22]2[CH:24]=[C:25]([NH:28][CH:4]=[C:5]3[C:16]4[C:8](=[CH:9][CH:10]=[C:11]5[C:15]=4[S:14][CH:13]=[N:12]5)[NH:7][C:6]3=[O:17])[CH:26]=[CH:27][C:21]=2[CH2:20]1. The yield is 0.370.